This data is from Reaction yield outcomes from USPTO patents with 853,638 reactions. The task is: Predict the reaction yield, written as a fraction of the theoretical maximum amount of product (1.0 means a 100% yield; for example, 0.34 means a 34% yield). The reactants are [Na].Cl[Si](C)(C)C.[C:7]([O:26]C)(=O)[CH2:8][CH2:9][CH2:10][CH2:11][CH2:12][CH2:13][CH2:14]/[CH:15]=[CH:16]\[CH2:17]/[CH:18]=[CH:19]\[CH2:20][CH2:21][CH2:22][CH2:23][CH3:24]. No catalyst specified. The product is [OH:26][CH:7]([CH2:8][CH2:9][CH2:10][CH2:11][CH2:12][CH2:13][CH2:14]/[CH:15]=[CH:16]\[CH2:17]/[CH:18]=[CH:19]\[CH2:20][CH2:21][CH2:22][CH2:23][CH3:24])[C:7](=[O:26])[CH2:8][CH2:9][CH2:10][CH2:11][CH2:12][CH2:13][CH2:14]/[CH:15]=[CH:16]\[CH2:17]/[CH:18]=[CH:19]\[CH2:20][CH2:21][CH2:22][CH2:23][CH3:24]. The yield is 0.560.